Task: Regression/Classification. Given a drug SMILES string, predict its absorption, distribution, metabolism, or excretion properties. Task type varies by dataset: regression for continuous measurements (e.g., permeability, clearance, half-life) or binary classification for categorical outcomes (e.g., BBB penetration, CYP inhibition). For this dataset (lipophilicity_astrazeneca), we predict Y.. Dataset: Experimental lipophilicity measurements (octanol/water distribution) for 4,200 compounds from AstraZeneca (1) The molecule is CN[C@@H](C)C(=O)N[C@H](C(=O)N[C@H]1CCCN(S(=O)(=O)c2ccccc2)C1)C(C)(C)C. The Y is 0.900 logD. (2) The drug is C[C@H](CO)Nc1nc(SCc2ccccc2F)nc2nc(N)sc12. The Y is 3.12 logD. (3) The compound is CCC(c1nc2ccoc2c(=O)n1Cc1ccccc1)N(CCCN)C(=O)c1ccc(C)cc1. The Y is 1.37 logD. (4) The compound is CCCSc1nc(N[C@@H]2C[C@H]2c2ccccc2)c2nnn([C@@H]3C[C@H](C(N)=O)[C@@H](O)[C@H]3O)c2n1. The Y is 2.05 logD. (5) The drug is NC1(c2ccc(-c3nn4ccccc4c3-c3ccccc3)cc2)CCC1. The Y is 3.20 logD.